From a dataset of Reaction yield outcomes from USPTO patents with 853,638 reactions. Predict the reaction yield, written as a fraction of the theoretical maximum amount of product (1.0 means a 100% yield; for example, 0.34 means a 34% yield). (1) The reactants are Br[C:2]1[C:15]2[CH:16]=[CH:17][CH:18]=[CH:19][C:14]=2[C:13]2[C:12]3[CH:11]=[CH:10][CH:9]=[CH:8][C:7]=3[CH:6]=[CH:5][C:4]=2[CH:3]=1.C([Li])CCC.[B:25](OC(C)C)([O:30]C(C)C)[O:26]C(C)C.Cl. The catalyst is CCCCCC.CCOCC. The product is [CH:19]1[C:14]2[C:13]3[C:12]4[CH:11]=[CH:10][CH:9]=[CH:8][C:7]=4[CH:6]=[CH:5][C:4]=3[CH:3]=[C:2]([B:25]([OH:30])[OH:26])[C:15]=2[CH:16]=[CH:17][CH:18]=1. The yield is 0.600. (2) The reactants are [CH3:1][O:2][C:3]1[CH:4]=[C:5]2[C:10](=[C:11](N)[CH:12]=1)[N:9]=[CH:8][CH:7]=[CH:6]2.O.CCOC(C)=O.[BrH:21]. No catalyst specified. The product is [Br:21][C:11]1[CH:12]=[C:3]([O:2][CH3:1])[CH:4]=[C:5]2[C:10]=1[N:9]=[CH:8][CH:7]=[CH:6]2. The yield is 0.610.